From a dataset of Full USPTO retrosynthesis dataset with 1.9M reactions from patents (1976-2016). Predict the reactants needed to synthesize the given product. (1) The reactants are: O.[NH2:2][NH2:3].Cl[C:5]1[S:6][C:7]([S:10][CH2:11][CH3:12])=[N:8][N:9]=1. Given the product [CH2:11]([S:10][C:7]1[S:6][C:5]([NH:2][NH2:3])=[N:9][N:8]=1)[CH3:12], predict the reactants needed to synthesize it. (2) Given the product [CH2:11]([S:4][C:3]1[N:5]=[C:6]([OH:7])[CH:8]=[C:9]([OH:10])[N:2]=1)[CH2:12][CH3:13], predict the reactants needed to synthesize it. The reactants are: [Na].[NH:2]1[C:9](=[O:10])[CH2:8][C:6](=[O:7])[NH:5][C:3]1=[S:4].[CH3:11][CH2:12][CH2:13]Br.[OH-].[Na+].Cl. (3) Given the product [Cl:21][C:19]1[C:18]([Cl:22])=[CH:17][C:3]2[N:4]([C:5]3[CH:10]=[CH:9][C:8]([CH2:11][C:12]([O:14][CH2:15][CH3:16])=[O:13])=[CH:7][CH:6]=3)[C:23]([CH2:24][CH3:25])=[N:1][C:2]=2[CH:20]=1, predict the reactants needed to synthesize it. The reactants are: [NH2:1][C:2]1[CH:20]=[C:19]([Cl:21])[C:18]([Cl:22])=[CH:17][C:3]=1[NH:4][C:5]1[CH:10]=[CH:9][C:8]([CH2:11][C:12]([O:14][CH2:15][CH3:16])=[O:13])=[CH:7][CH:6]=1.[C:23](Cl)(=O)[CH2:24][CH3:25]. (4) The reactants are: [C:1]([O:5][C:6]([NH:8][C@H:9]([CH2:29][C:30]1[CH:35]=[C:34]([F:36])[C:33]([F:37])=[CH:32][C:31]=1[F:38])[CH2:10][C:11]([N:13]1[CH2:18][CH2:17][N:16]2[C:19]([C:25]([F:28])([F:27])[F:26])=[N:20][C:21]([C:22](O)=[O:23])=[C:15]2[CH2:14]1)=[O:12])=[O:7])([CH3:4])([CH3:3])[CH3:2].[NH:39]1[CH2:44][CH2:43][NH:42][CH2:41][C:40]1=[O:45].O=C1N([ClH]P([ClH]N2CCOC2=O)=O)CCO1.C(N(CC)CC)C. Given the product [C:1]([O:5][C:6](=[O:7])[NH:8][C@H:9]([CH2:29][C:30]1[CH:35]=[C:34]([F:36])[C:33]([F:37])=[CH:32][C:31]=1[F:38])[CH2:10][C:11](=[O:12])[N:13]1[CH2:18][CH2:17][N:16]2[C:19]([C:25]([F:28])([F:26])[F:27])=[N:20][C:21]([C:22]([N:42]3[CH2:43][CH2:44][NH:39][C:40](=[O:45])[CH2:41]3)=[O:23])=[C:15]2[CH2:14]1)([CH3:2])([CH3:3])[CH3:4], predict the reactants needed to synthesize it. (5) Given the product [CH2:17]([N:15]1[CH2:14][CH2:13][N:12]([C:24]([C:26]2[CH:30]=[C:29]([CH3:31])[N:28]([C:32]3[CH:37]=[CH:36][CH:35]=[CH:34][CH:33]=3)[C:27]=2[C:38]2[CH:39]=[CH:40][CH:41]=[CH:42][CH:43]=2)=[O:25])[CH:11]([CH2:10][C:9]2[NH:1][C:2]3[CH:7]=[CH:6][CH:5]=[CH:4][C:3]=3[N:8]=2)[CH2:16]1)[C:18]1[CH:23]=[CH:22][CH:21]=[CH:20][CH:19]=1, predict the reactants needed to synthesize it. The reactants are: [NH2:1][C:2]1[CH:7]=[CH:6][CH:5]=[CH:4][C:3]=1[NH:8][C:9](=O)[CH2:10][CH:11]1[CH2:16][N:15]([CH2:17][C:18]2[CH:23]=[CH:22][CH:21]=[CH:20][CH:19]=2)[CH2:14][CH2:13][N:12]1[C:24]([C:26]1[CH:30]=[C:29]([CH3:31])[N:28]([C:32]2[CH:37]=[CH:36][CH:35]=[CH:34][CH:33]=2)[C:27]=1[C:38]1[CH:43]=[CH:42][CH:41]=[CH:40][CH:39]=1)=[O:25]. (6) Given the product [CH2:54]([O:56][C:57]([N:59]1[CH2:60][CH2:61][N:62]([C:1]([CH2:4][C:5]([C:7]2[CH:16]=[CH:15][C:14]3[C:9](=[CH:10][CH:11]=[CH:12][CH:13]=3)[C:8]=2[NH:17][CH2:18][C:19]([O:21][C:22]([CH3:25])([CH3:24])[CH3:23])=[O:20])=[O:6])=[O:2])[CH2:63][CH2:64]1)=[O:58])[CH3:55], predict the reactants needed to synthesize it. The reactants are: [C:1]([CH2:4][C:5]([C:7]1[CH:16]=[CH:15][C:14]2[C:9](=[CH:10][CH:11]=[CH:12][CH:13]=2)[C:8]=1[NH:17][CH2:18][C:19]([O:21][C:22]([CH3:25])([CH3:24])[CH3:23])=[O:20])=[O:6])(O)=[O:2].C(N(CC)CC)C.ON1C2C=CC=CC=2N=N1.CN(C)CCCN=C=NCC.[CH2:54]([O:56][C:57]([N:59]1[CH2:64][CH2:63][NH:62][CH2:61][CH2:60]1)=[O:58])[CH3:55].